Dataset: Forward reaction prediction with 1.9M reactions from USPTO patents (1976-2016). Task: Predict the product of the given reaction. (1) Given the reactants [Si:1]([Cl:5])(Cl)([Cl:3])[Cl:2].C1COCC1.[CH2:11]([CH:13]([CH2:17][CH2:18][CH2:19][CH3:20])[CH2:14][Mg]Br)[CH3:12], predict the reaction product. The product is: [Cl:2][Si:1]([Cl:5])([Cl:3])[CH2:14][CH:13]([CH2:11][CH3:12])[CH2:17][CH2:18][CH2:19][CH3:20]. (2) Given the reactants [C:1]([O-:4])(=[O:3])[CH3:2].[Na+].C(O)COCCOCCO.C(OC=C)(=O)C.[CH:22]([O:24][CH2:25][CH2:26][O:27][CH2:28][CH2:29][O:30][CH2:31][CH2:32]OC=C)=[CH2:23].C(OCCOCCOCCO)=C, predict the reaction product. The product is: [C:1]([O:4][CH2:32][CH2:31][O:30][CH2:29][CH2:28][O:27][CH2:26][CH2:25][O:24][CH:22]=[CH2:23])(=[O:3])[CH3:2]. (3) Given the reactants C(=O)(O)[O-].[Na+].Br[C:7]1[CH:12]=[CH:11][C:10]([C:13]2[N:17]=[C:16]([C@@H:18]3[CH2:22][CH2:21][CH2:20][N:19]3[C:23]([O:25][C:26]([CH3:29])([CH3:28])[CH3:27])=[O:24])[O:15][N:14]=2)=[CH:9][CH:8]=1.CC1(C)C(C)(C)OB([C:38]2[CH:43]=[CH:42][C:41]([C:44]3[NH:48][C:47]([C@@H:49]4[CH2:53][CH2:52][CH2:51][N:50]4[C:54]([O:56][C:57]([CH3:60])([CH3:59])[CH3:58])=[O:55])=[N:46][CH:45]=3)=[CH:40][CH:39]=2)O1, predict the reaction product. The product is: [C:26]([O:25][C:23]([N:19]1[CH2:20][CH2:21][CH2:22][C@H:18]1[C:16]1[O:15][N:14]=[C:13]([C:10]2[CH:11]=[CH:12][C:7]([C:38]3[CH:39]=[CH:40][C:41]([C:44]4[N:48]=[C:47]([C@@H:49]5[CH2:53][CH2:52][CH2:51][N:50]5[C:54]([O:56][C:57]([CH3:60])([CH3:59])[CH3:58])=[O:55])[NH:46][CH:45]=4)=[CH:42][CH:43]=3)=[CH:8][CH:9]=2)[N:17]=1)=[O:24])([CH3:29])([CH3:28])[CH3:27]. (4) Given the reactants [CH:1]([C:3]1[S:7][CH:6]=[C:5]([C:8]2[CH:9]=[C:10]3[C:14](=[C:15]([C:17]([NH2:19])=[O:18])[CH:16]=2)[NH:13][CH:12]=[C:11]3[CH:20]2[CH2:25][CH2:24][N:23]([S:26]([CH:29]([CH3:31])[CH3:30])(=[O:28])=[O:27])[CH2:22][CH2:21]2)[CH:4]=1)=O.[NH:32]1[CH2:39][CH2:38][CH2:37][C@@H:33]1[C:34]([NH2:36])=[O:35].C(O[BH-](OC(=O)C)OC(=O)C)(=O)C.[Na+], predict the reaction product. The product is: [NH2:36][C:34]([C@H:33]1[CH2:37][CH2:38][CH2:39][N:32]1[CH2:1][C:3]1[S:7][CH:6]=[C:5]([C:8]2[CH:9]=[C:10]3[C:14](=[C:15]([C:17]([NH2:19])=[O:18])[CH:16]=2)[NH:13][CH:12]=[C:11]3[CH:20]2[CH2:21][CH2:22][N:23]([S:26]([CH:29]([CH3:31])[CH3:30])(=[O:28])=[O:27])[CH2:24][CH2:25]2)[CH:4]=1)=[O:35].